This data is from Forward reaction prediction with 1.9M reactions from USPTO patents (1976-2016). The task is: Predict the product of the given reaction. (1) Given the reactants C1([C:7]2[CH:19]=[CH:18][C:17]3[C:16]4[C:11](=[CH:12][CH:13]=[CH:14][CH:15]=4)[NH:10][C:9]=3[CH:8]=2)C=CC=CC=1.Br[C:21]1[CH:22]=[CH:23][C:24]2[N:25]([S:35]([C:38]3[CH:43]=[CH:42][CH:41]=[CH:40][CH:39]=3)(=[O:37])=[O:36])[C:26]3[C:31]([C:32]=2[CH:33]=1)=[CH:30][C:29](Br)=[CH:28][CH:27]=3.P([O-])([O-])([O-])=O.[K+].[K+].[K+], predict the reaction product. The product is: [C:7]1([C:14]2[CH:13]=[CH:12][C:11]3[N:10]([C:21]4[CH:22]=[CH:23][C:24]5[N:25]([S:35]([C:38]6[CH:43]=[CH:42][CH:41]=[CH:40][CH:39]=6)(=[O:37])=[O:36])[C:26]6[C:31]([C:32]=5[CH:33]=4)=[CH:30][C:29]([N:10]4[C:9]5[CH:8]=[CH:7][C:19]([C:11]7[CH:16]=[CH:15][CH:14]=[CH:13][CH:12]=7)=[CH:18][C:17]=5[C:16]5[C:11]4=[CH:12][CH:13]=[CH:14][CH:15]=5)=[CH:28][CH:27]=6)[C:9]4[C:17]([C:16]=3[CH:15]=2)=[CH:18][CH:19]=[CH:7][CH:8]=4)[CH:19]=[CH:18][CH:17]=[CH:9][CH:8]=1. (2) Given the reactants [CH3:1][N:2]1[C:15]2[CH:14]=[C:13]([CH:16]([CH2:20][CH:21]3[CH2:26][CH2:25][O:24][CH2:23][CH2:22]3)[C:17](O)=[O:18])[CH:12]=[CH:11][C:10]=2[S:9](=[O:28])(=[O:27])[C:8]2[C:3]1=[CH:4][CH:5]=[CH:6][CH:7]=2.[NH2:29][C:30]1[S:31][CH:32]=[CH:33][N:34]=1.C(N(CC)C(C)C)(C)C.[B-](F)(F)(F)F.CCOC(C(C#N)=NOC(N(C)C)=[N+](C)C)=O, predict the reaction product. The product is: [CH3:1][N:2]1[C:15]2[CH:14]=[C:13]([CH:16]([CH2:20][CH:21]3[CH2:26][CH2:25][O:24][CH2:23][CH2:22]3)[C:17]([NH:29][C:30]3[S:31][CH:32]=[CH:33][N:34]=3)=[O:18])[CH:12]=[CH:11][C:10]=2[S:9](=[O:28])(=[O:27])[C:8]2[C:3]1=[CH:4][CH:5]=[CH:6][CH:7]=2. (3) Given the reactants [CH2:1]([O:3][C:4](=[O:35])[CH2:5][C:6]1[CH:7]=[C:8]([C:14]2[CH:19]=[CH:18][C:17]([NH2:20])=[CH:16][C:15]=2[CH2:21][N:22]([C:25]([O:27][CH2:28][C:29]2[CH:34]=[CH:33][CH:32]=[CH:31][CH:30]=2)=[O:26])[CH2:23][CH3:24])[C:9]([O:12][CH3:13])=[CH:10][CH:11]=1)[CH3:2].[CH3:36][S:37](Cl)(=[O:39])=[O:38].C(N(CC)CC)C, predict the reaction product. The product is: [CH2:1]([O:3][C:4](=[O:35])[CH2:5][C:6]1[CH:7]=[C:8]([C:14]2[CH:19]=[CH:18][C:17]([NH:20][S:37]([CH3:36])(=[O:39])=[O:38])=[CH:16][C:15]=2[CH2:21][N:22]([C:25]([O:27][CH2:28][C:29]2[CH:34]=[CH:33][CH:32]=[CH:31][CH:30]=2)=[O:26])[CH2:23][CH3:24])[C:9]([O:12][CH3:13])=[CH:10][CH:11]=1)[CH3:2]. (4) Given the reactants CN(C(ON1N=NC2C=CC=NC1=2)=[N+](C)C)C.F[P-](F)(F)(F)(F)F.[C:25]([O:29][C:30]([N:32]1[CH2:37][C@@H:36]([CH2:38][CH2:39][C:40]2[CH:45]=[CH:44][CH:43]=[CH:42][C:41]=2[NH:46][C:47](=[O:67])[C@H:48]([CH:54]([C:61]2[CH:66]=[CH:65][CH:64]=[CH:63][CH:62]=2)[C:55]2[CH:60]=[CH:59][CH:58]=[CH:57][CH:56]=2)[NH:49][C:50]([O:52][CH3:53])=[O:51])[O:35][CH2:34][C@H:33]1[C:68](O)=[O:69])=[O:31])([CH3:28])([CH3:27])[CH3:26].[CH2:71]([NH2:78])[C:72]1[CH:77]=[CH:76][CH:75]=[CH:74][CH:73]=1.N1C(C)=CC=CC=1C, predict the reaction product. The product is: [CH2:71]([NH:78][C:68]([C@H:33]1[N:32]([C:30]([O:29][C:25]([CH3:28])([CH3:26])[CH3:27])=[O:31])[CH2:37][C@@H:36]([CH2:38][CH2:39][C:40]2[CH:45]=[CH:44][CH:43]=[CH:42][C:41]=2[NH:46][C:47](=[O:67])[C@H:48]([CH:54]([C:61]2[CH:62]=[CH:63][CH:64]=[CH:65][CH:66]=2)[C:55]2[CH:56]=[CH:57][CH:58]=[CH:59][CH:60]=2)[NH:49][C:50]([O:52][CH3:53])=[O:51])[O:35][CH2:34]1)=[O:69])[C:72]1[CH:77]=[CH:76][CH:75]=[CH:74][CH:73]=1. (5) Given the reactants S([O-])([O-])=S.[Na+].[Na+].[C:7](=O)(O)[O-].[Na+].[Br:12][C:13]1[CH:14]=[C:15]([CH:19]=[C:20]([S:23](Cl)(=[O:25])=[O:24])[C:21]=1[F:22])[C:16]([OH:18])=[O:17].ClCC(O)=O.[OH-].[Na+], predict the reaction product. The product is: [Br:12][C:13]1[CH:14]=[C:15]([CH:19]=[C:20]([S:23]([CH3:7])(=[O:25])=[O:24])[C:21]=1[F:22])[C:16]([OH:18])=[O:17]. (6) Given the reactants [C:1]1([S:7]([C:10]2[CH:15]=[CH:14][C:13]([CH2:16][CH2:17][CH:18]=[O:19])=[C:12]([Br:20])[CH:11]=2)(=[O:9])=[O:8])[CH:6]=[CH:5][CH:4]=[CH:3][CH:2]=1.[CH3:21][Si:22]([CH2:25][Mg]Cl)([CH3:24])[CH3:23], predict the reaction product. The product is: [C:1]1([S:7]([C:10]2[CH:15]=[CH:14][C:13]([CH2:16][CH2:17][CH:18]([OH:19])[CH2:21][Si:22]([CH3:25])([CH3:24])[CH3:23])=[C:12]([Br:20])[CH:11]=2)(=[O:8])=[O:9])[CH:2]=[CH:3][CH:4]=[CH:5][CH:6]=1. (7) The product is: [CH3:17][C:14]1([CH3:18])[N:13]([C:19]([O:21][C:22]([CH3:23])([CH3:24])[CH3:25])=[O:20])[C@@H:12]([CH2:11][C@H:10]2[CH2:26][CH2:27][CH2:28][O:29][CH2:9]2)[CH2:16][O:15]1. Given the reactants [Si](O[CH2:9][C@H:10]([CH2:26][CH2:27][CH2:28][O:29]S(C)(=O)=O)[CH2:11][C@H:12]1[CH2:16][O:15][C:14]([CH3:18])([CH3:17])[N:13]1[C:19]([O:21][C:22]([CH3:25])([CH3:24])[CH3:23])=[O:20])(C(C)(C)C)(C)C.O.[F-].C([N+](CC)(CC)CC)C, predict the reaction product.